Dataset: CYP3A4 substrate classification data from Carbon-Mangels et al.. Task: Regression/Classification. Given a drug SMILES string, predict its absorption, distribution, metabolism, or excretion properties. Task type varies by dataset: regression for continuous measurements (e.g., permeability, clearance, half-life) or binary classification for categorical outcomes (e.g., BBB penetration, CYP inhibition). Dataset: cyp3a4_substrate_carbonmangels. (1) The compound is Clc1ccccc1CN1CCc2sccc2C1. The result is 1 (substrate). (2) The molecule is CCOc1nc2cccc(C(=O)O)c2n1Cc1ccc(-c2ccccc2-c2nnn[nH]2)cc1. The result is 0 (non-substrate). (3) The drug is O=C(Cn1c(=O)sc2ccc(Cl)cc21)N1CCN(CCO)CC1. The result is 0 (non-substrate).